Predict which catalyst facilitates the given reaction. From a dataset of Catalyst prediction with 721,799 reactions and 888 catalyst types from USPTO. (1) Reactant: [CH2:1]([CH:3]([C:6]1[C:10]([CH2:11][CH2:12][CH2:13][O:14]COC)=[CH:9][NH:8][N:7]=1)[CH2:4][CH3:5])[CH3:2].Cl[C:19]1[N:20]=[N:21][C:22]([C:25]([F:28])([F:27])[F:26])=[CH:23][CH:24]=1.[H-].[Na+].[H][H]. Product: [CH2:1]([CH:3]([C:6]1[C:10]([CH2:11][CH2:12][CH2:13][OH:14])=[CH:9][N:8]([C:19]2[N:20]=[N:21][C:22]([C:25]([F:28])([F:27])[F:26])=[CH:23][CH:24]=2)[N:7]=1)[CH2:4][CH3:5])[CH3:2]. The catalyst class is: 145. (2) Reactant: [F:1][CH:2]([F:39])[C:3]1[N:7]([C:8]2[N:13]=[C:12]([N:14]3[CH2:19][CH2:18][O:17][CH2:16][CH2:15]3)[N:11]=[C:10]([C:20]3[CH2:21][CH2:22][N:23]([C:26]([O:28][C:29]([CH3:32])([CH3:31])[CH3:30])=[O:27])[CH2:24][CH:25]=3)[N:9]=2)[C:6]2[CH:33]=[CH:34][CH:35]=[C:36]([O:37][CH3:38])[C:5]=2[N:4]=1. Product: [F:39][CH:2]([F:1])[C:3]1[N:7]([C:8]2[N:13]=[C:12]([N:14]3[CH2:15][CH2:16][O:17][CH2:18][CH2:19]3)[N:11]=[C:10]([CH:20]3[CH2:25][CH2:24][N:23]([C:26]([O:28][C:29]([CH3:31])([CH3:32])[CH3:30])=[O:27])[CH2:22][CH2:21]3)[N:9]=2)[C:6]2[CH:33]=[CH:34][CH:35]=[C:36]([O:37][CH3:38])[C:5]=2[N:4]=1. The catalyst class is: 403. (3) Product: [Br:8][C:9]1[CH:14]=[C:13]([CH3:15])[C:12]([O:16][CH2:2][C:3]([O:5][CH2:6][CH3:7])=[O:4])=[C:11]([CH3:17])[CH:10]=1. The catalyst class is: 42. Reactant: Br[CH2:2][C:3]([O:5][CH2:6][CH3:7])=[O:4].[Br:8][C:9]1[CH:14]=[C:13]([CH3:15])[C:12]([OH:16])=[C:11]([CH3:17])[CH:10]=1.C([O-])(=O)C.[K+].O. (4) Reactant: Cl.[NH2:2][OH:3].C(N(CC)CC)C.[NH2:11][C:12]1[N:17]=[CH:16][N:15]=[C:14]2[N:18]([CH2:23][C:24]3[CH:29]=[CH:28][CH:27]=[CH:26][C:25]=3[F:30])[N:19]=[C:20]([C:21]#[N:22])[C:13]=12. Product: [NH2:11][C:12]1[N:17]=[CH:16][N:15]=[C:14]2[N:18]([CH2:23][C:24]3[CH:29]=[CH:28][CH:27]=[CH:26][C:25]=3[F:30])[N:19]=[C:20]([C:21](=[N:2][OH:3])[NH2:22])[C:13]=12. The catalyst class is: 58. (5) Reactant: [CH:1]1([C:4]2[C:5]([CH2:18][CH2:19][C:20]([O:22]C(C)(C)C)=[O:21])=[N:6][O:7][C:8]=2[CH:9]2[CH2:12][CH:11]([CH2:13][C:14]([CH3:17])([CH3:16])[CH3:15])[CH2:10]2)[CH2:3][CH2:2]1.FC(F)(F)C(O)=O. Product: [CH:1]1([C:4]2[C:5]([CH2:18][CH2:19][C:20]([OH:22])=[O:21])=[N:6][O:7][C:8]=2[CH:9]2[CH2:12][CH:11]([CH2:13][C:14]([CH3:17])([CH3:16])[CH3:15])[CH2:10]2)[CH2:2][CH2:3]1. The catalyst class is: 11. (6) Reactant: Br[C:2]1[C:3]([O:8][C:9]2[CH:14]=[CH:13][C:12]([NH:15][C:16]3[N:20]([CH3:21])[C:19]4[CH:22]=[CH:23][CH:24]=[CH:25][C:18]=4[N:17]=3)=[CH:11][CH:10]=2)=[N:4][CH:5]=[CH:6][CH:7]=1.[N:26]1[CH:31]=[CH:30][CH:29]=[C:28](B(O)O)[CH:27]=1.C(=O)([O-])[O-].[Na+].[Na+]. Product: [N:4]1[CH:5]=[CH:6][CH:7]=[C:2]([C:28]2[CH:27]=[N:26][CH:31]=[CH:30][CH:29]=2)[C:3]=1[O:8][C:9]1[CH:14]=[CH:13][C:12]([NH:15][C:16]2[N:20]([CH3:21])[C:19]3[CH:22]=[CH:23][CH:24]=[CH:25][C:18]=3[N:17]=2)=[CH:11][CH:10]=1. The catalyst class is: 149.